Dataset: Forward reaction prediction with 1.9M reactions from USPTO patents (1976-2016). Task: Predict the product of the given reaction. Given the reactants Br[C:2]1[CH:3]=[C:4]([C:12]([O:14][CH3:15])=[O:13])[CH:5]=[C:6]([CH:11]=1)[C:7]([O:9][CH3:10])=[O:8].[C:16]([C:18]12[CH2:27][CH:22]3[CH2:23][CH:24]([CH2:26][CH:20]([CH2:21]3)[CH2:19]1)[CH2:25]2)#[CH:17].C(N(CC)CC)C, predict the reaction product. The product is: [CH3:10][O:9][C:7]([C:6]1[CH:11]=[C:2]([C:17]#[C:16][C:18]23[CH2:27][CH:22]4[CH2:23][CH:24]([CH2:26][CH:20]([CH2:21]4)[CH2:19]2)[CH2:25]3)[CH:3]=[C:4]([C:12]([O:14][CH3:15])=[O:13])[CH:5]=1)=[O:8].